This data is from NCI-60 drug combinations with 297,098 pairs across 59 cell lines. The task is: Regression. Given two drug SMILES strings and cell line genomic features, predict the synergy score measuring deviation from expected non-interaction effect. (1) Drug 1: CC1C(C(CC(O1)OC2CC(CC3=C2C(=C4C(=C3O)C(=O)C5=C(C4=O)C(=CC=C5)OC)O)(C(=O)CO)O)N)O.Cl. Drug 2: CCN(CC)CCCC(C)NC1=C2C=C(C=CC2=NC3=C1C=CC(=C3)Cl)OC. Cell line: CCRF-CEM. Synergy scores: CSS=40.7, Synergy_ZIP=-5.28, Synergy_Bliss=-1.63, Synergy_Loewe=-0.552, Synergy_HSA=0.891. (2) Drug 1: CC1C(C(=O)NC(C(=O)N2CCCC2C(=O)N(CC(=O)N(C(C(=O)O1)C(C)C)C)C)C(C)C)NC(=O)C3=C4C(=C(C=C3)C)OC5=C(C(=O)C(=C(C5=N4)C(=O)NC6C(OC(=O)C(N(C(=O)CN(C(=O)C7CCCN7C(=O)C(NC6=O)C(C)C)C)C)C(C)C)C)N)C. Drug 2: C1=NNC2=C1C(=O)NC=N2. Cell line: HT29. Synergy scores: CSS=17.5, Synergy_ZIP=-0.569, Synergy_Bliss=-2.16, Synergy_Loewe=-45.5, Synergy_HSA=-3.11. (3) Cell line: LOX IMVI. Synergy scores: CSS=-3.59, Synergy_ZIP=-0.0433, Synergy_Bliss=1.74, Synergy_Loewe=-6.03, Synergy_HSA=-5.02. Drug 2: C(CC(=O)O)C(=O)CN.Cl. Drug 1: CC1=C(C(CCC1)(C)C)C=CC(=CC=CC(=CC(=O)O)C)C. (4) Drug 1: C1C(C(OC1N2C=C(C(=O)NC2=O)F)CO)O. Drug 2: CS(=O)(=O)CCNCC1=CC=C(O1)C2=CC3=C(C=C2)N=CN=C3NC4=CC(=C(C=C4)OCC5=CC(=CC=C5)F)Cl. Cell line: RXF 393. Synergy scores: CSS=4.17, Synergy_ZIP=-0.511, Synergy_Bliss=4.19, Synergy_Loewe=-0.569, Synergy_HSA=0.0297. (5) Drug 1: CNC(=O)C1=CC=CC=C1SC2=CC3=C(C=C2)C(=NN3)C=CC4=CC=CC=N4. Drug 2: COC1=C(C=C2C(=C1)N=CN=C2NC3=CC(=C(C=C3)F)Cl)OCCCN4CCOCC4. Cell line: M14. Synergy scores: CSS=9.93, Synergy_ZIP=5.32, Synergy_Bliss=11.1, Synergy_Loewe=7.86, Synergy_HSA=7.41. (6) Drug 1: CC(CN1CC(=O)NC(=O)C1)N2CC(=O)NC(=O)C2. Drug 2: CCC1(CC2CC(C3=C(CCN(C2)C1)C4=CC=CC=C4N3)(C5=C(C=C6C(=C5)C78CCN9C7C(C=CC9)(C(C(C8N6C)(C(=O)OC)O)OC(=O)C)CC)OC)C(=O)OC)O.OS(=O)(=O)O. Cell line: SN12C. Synergy scores: CSS=29.6, Synergy_ZIP=-10.5, Synergy_Bliss=-6.62, Synergy_Loewe=-4.04, Synergy_HSA=-2.68.